This data is from Reaction yield outcomes from USPTO patents with 853,638 reactions. The task is: Predict the reaction yield, written as a fraction of the theoretical maximum amount of product (1.0 means a 100% yield; for example, 0.34 means a 34% yield). (1) The reactants are [Cl:1][C:2]1[CH:7]=[CH:6][CH:5]=[C:4]([N+:8]([O-])=O)[C:3]=1[NH:11][CH2:12][CH2:13][OH:14].[O-]S(S([O-])=O)=O.[Na+].[Na+]. The catalyst is CO.O. The product is [Cl:1][C:2]1[CH:7]=[CH:6][CH:5]=[C:4]([NH2:8])[C:3]=1[NH:11][CH2:12][CH2:13][OH:14]. The yield is 0.700. (2) The reactants are C1CO[C:8]2[CH:7]=[CH:6][C:5]([NH:11][C:12]3[C:17]([F:18])=[CH:16][N:15]=[C:14]([NH:19][C:20]4[CH:25]=[CH:24][CH:23]=[C:22](O)C=4)[N:13]=3)=[CH:4][C:3]=2[O:2]1.ClC1N=C(NC2C=CC=[C:37]([OH:41])[CH:36]=2)C(F)=CN=1.CC1OC(C)=CC=1CN. No catalyst specified. The product is [CH3:36][C:37]1[O:41][C:23]([CH3:22])=[CH:24][C:25]=1[CH2:20][NH:19][C:14]1[N:13]=[C:12]([NH:11][C:5]2[CH:6]=[CH:7][CH:8]=[C:3]([OH:2])[CH:4]=2)[C:17]([F:18])=[CH:16][N:15]=1. The yield is 0.590. (3) The reactants are [F:1][C:2]1[CH:9]=[C:8]([C:10]([F:13])([F:12])[F:11])[CH:7]=[CH:6][C:3]=1[CH2:4][NH2:5].ClC(Cl)(O[C:18](=[O:24])[O:19][C:20](Cl)(Cl)Cl)Cl.[N-:26]=[C:27]=[O:28]. The catalyst is CCOC(C)=O.CN(C=O)C. The product is [F:1][C:2]1[CH:9]=[C:8]([C:10]([F:11])([F:12])[F:13])[CH:7]=[CH:6][C:3]=1[CH2:4][NH:5][C:27]([NH:26][C:3]1[C:4]2[NH:5][C:18](=[O:24])[O:19][C:20]=2[CH:8]=[CH:9][CH:2]=1)=[O:28]. The yield is 0.110. (4) The reactants are [O:1]=[C:2]1[CH2:7][NH:6][CH2:5][CH2:4][N:3]1[C:8]1[CH:13]=[CH:12][C:11]([S:14]([NH:17][C:18]2[S:19][CH:20]=[CH:21][N:22]=2)(=[O:16])=[O:15])=[CH:10][CH:9]=1.[Cl:23][C:24]1[CH:25]=[C:26]2[C:30](=[CH:31][CH:32]=1)[N:29]([CH:33]([CH3:37])[C:34](O)=[O:35])[C:28]([CH3:38])=[CH:27]2.CN(C(ON1N=NC2C=CC=NC1=2)=[N+](C)C)C.F[P-](F)(F)(F)(F)F.C(=O)(O)[O-].[Na+]. The catalyst is CN(C=O)C. The product is [Cl:23][C:24]1[CH:25]=[C:26]2[C:30](=[CH:31][CH:32]=1)[N:29]([CH:33]([CH3:37])[C:34]([N:6]1[CH2:5][CH2:4][N:3]([C:8]3[CH:9]=[CH:10][C:11]([S:14]([NH:17][C:18]4[S:19][CH:20]=[CH:21][N:22]=4)(=[O:16])=[O:15])=[CH:12][CH:13]=3)[C:2](=[O:1])[CH2:7]1)=[O:35])[C:28]([CH3:38])=[CH:27]2. The yield is 0.320. (5) The product is [CH:29]([C:32]1[N:33]([C:2]2[N:10]=[C:9]3[C:5]([N:6]=[C:7]([CH2:12][N:13]4[CH2:14][CH:15]([N:17]5[CH2:22][CH2:21][O:20][CH2:19][CH2:18]5)[CH2:16]4)[N:8]3[CH3:11])=[C:4]([N:23]3[CH2:24][CH2:25][O:26][CH2:27][CH2:28]3)[N:3]=2)[C:34]2[CH:40]=[CH:39][CH:38]=[CH:37][C:35]=2[N:36]=1)([CH3:31])[CH3:30]. The catalyst is O1CCOCC1.C1C=CC(/C=C/C(/C=C/C2C=CC=CC=2)=O)=CC=1.C1C=CC(/C=C/C(/C=C/C2C=CC=CC=2)=O)=CC=1.C1C=CC(/C=C/C(/C=C/C2C=CC=CC=2)=O)=CC=1.[Pd].[Pd]. The yield is 0.680. The reactants are Cl[C:2]1[N:10]=[C:9]2[C:5]([N:6]=[C:7]([CH2:12][N:13]3[CH2:16][CH:15]([N:17]4[CH2:22][CH2:21][O:20][CH2:19][CH2:18]4)[CH2:14]3)[N:8]2[CH3:11])=[C:4]([N:23]2[CH2:28][CH2:27][O:26][CH2:25][CH2:24]2)[N:3]=1.[CH:29]([C:32]1[NH:33][C:34]2[CH:40]=[CH:39][CH:38]=[CH:37][C:35]=2[N:36]=1)([CH3:31])[CH3:30].CC(C1C=C(C(C)C)C(C2C=CC=CC=2P(C2CCCCC2)C2CCCCC2)=C(C(C)C)C=1)C.C([O-])([O-])=O.[Cs+].[Cs+].